From a dataset of Merck oncology drug combination screen with 23,052 pairs across 39 cell lines. Regression. Given two drug SMILES strings and cell line genomic features, predict the synergy score measuring deviation from expected non-interaction effect. (1) Drug 1: O=C(NOCC(O)CO)c1ccc(F)c(F)c1Nc1ccc(I)cc1F. Drug 2: CCC1(O)C(=O)OCc2c1cc1n(c2=O)Cc2cc3c(CN(C)C)c(O)ccc3nc2-1. Cell line: SW620. Synergy scores: synergy=21.0. (2) Drug 1: CN(Cc1cnc2nc(N)nc(N)c2n1)c1ccc(C(=O)NC(CCC(=O)O)C(=O)O)cc1. Drug 2: CS(=O)(=O)CCNCc1ccc(-c2ccc3ncnc(Nc4ccc(OCc5cccc(F)c5)c(Cl)c4)c3c2)o1. Cell line: OVCAR3. Synergy scores: synergy=-36.0. (3) Drug 1: Cn1nnc2c(C(N)=O)ncn2c1=O. Drug 2: O=C(NOCC(O)CO)c1ccc(F)c(F)c1Nc1ccc(I)cc1F. Cell line: COLO320DM. Synergy scores: synergy=-2.99.